This data is from Full USPTO retrosynthesis dataset with 1.9M reactions from patents (1976-2016). The task is: Predict the reactants needed to synthesize the given product. (1) The reactants are: [C:1]([Br:5])(Br)(Br)Br.[CH3:6][N:7]1[C:11](CO)=[CH:10][C:9]([CH3:14])=[N:8]1.C1(P(C2C=CC=CC=2)C2C=CC=CC=2)C=CC=CC=1. Given the product [Br:5][CH2:1][C:11]1[N:7]([CH3:6])[N:8]=[C:9]([CH3:14])[CH:10]=1, predict the reactants needed to synthesize it. (2) Given the product [Cl:1][C:2]1[CH:3]=[C:4]2[C:9](=[CH:10][CH:11]=1)[N:8]=[C:7]([NH:12][C:13]([N:30]1[CH2:29][CH2:28][N:27]([C:24]3[CH:23]=[CH:22][C:21]([Cl:20])=[CH:26][CH:25]=3)[CH2:32][CH2:31]1)=[O:17])[C:6]([O:18][CH3:19])=[N:5]2, predict the reactants needed to synthesize it. The reactants are: [Cl:1][C:2]1[CH:3]=[C:4]2[C:9](=[CH:10][CH:11]=1)[N:8]=[C:7]([NH:12][C:13](=[O:17])OCC)[C:6]([O:18][CH3:19])=[N:5]2.[Cl:20][C:21]1[CH:26]=[CH:25][C:24]([N:27]2[CH2:32][CH2:31][NH:30][CH2:29][CH2:28]2)=[CH:23][CH:22]=1. (3) Given the product [O:45]1[C:46]2[CH:52]=[CH:51][CH:50]=[CH:49][C:47]=2[N:48]=[C:44]1[CH:42]([C@@H:41]([NH:40][C:12](=[O:13])[C@@H:11]([NH:10][C:5]1[CH:6]=[CH:7][CH:8]=[CH:9][C:4]=1[N+:1]([O-:3])=[O:2])[CH2:15][S:16]([CH2:19][C:20]1[CH:25]=[CH:24][CH:23]=[CH:22][CH:21]=1)(=[O:18])=[O:17])[CH2:53][CH3:54])[OH:43], predict the reactants needed to synthesize it. The reactants are: [N+:1]([C:4]1[CH:9]=[CH:8][CH:7]=[CH:6][C:5]=1[NH:10][CH:11]([CH2:15][S:16]([CH2:19][C:20]1[CH:25]=[CH:24][CH:23]=[CH:22][CH:21]=1)(=[O:18])=[O:17])[C:12](O)=[O:13])([O-:3])=[O:2].C1C=CC2N(O)N=NC=2C=1.C(Cl)CCl.[NH2:40][CH:41]([CH2:53][CH3:54])[C@@H:42]([C:44]1[O:45][C:46]2[CH:52]=[CH:51][CH:50]=[CH:49][C:47]=2[N:48]=1)[OH:43].CN1CCOCC1. (4) Given the product [Cl:13][C:14]1[CH:19]=[CH:18][C:17]([CH2:20][C:21]2([C:23]3[CH:28]=[CH:27][C:26]([C:29]4[CH:34]=[CH:33][C:32]([O:35][C:36]([F:37])([F:38])[F:39])=[CH:31][CH:30]=4)=[CH:25][N:24]=3)[CH2:7][O:22]2)=[C:16]([F:40])[CH:15]=1, predict the reactants needed to synthesize it. The reactants are: [I-].C[S+](C)(C)=O.[CH3:7]C(C)([O-])C.[K+].[Cl:13][C:14]1[CH:19]=[CH:18][C:17]([CH2:20][C:21]([C:23]2[CH:28]=[CH:27][C:26]([C:29]3[CH:34]=[CH:33][C:32]([O:35][C:36]([F:39])([F:38])[F:37])=[CH:31][CH:30]=3)=[CH:25][N:24]=2)=[O:22])=[C:16]([F:40])[CH:15]=1.